From a dataset of CYP1A2 inhibition data for predicting drug metabolism from PubChem BioAssay. Regression/Classification. Given a drug SMILES string, predict its absorption, distribution, metabolism, or excretion properties. Task type varies by dataset: regression for continuous measurements (e.g., permeability, clearance, half-life) or binary classification for categorical outcomes (e.g., BBB penetration, CYP inhibition). Dataset: cyp1a2_veith. (1) The drug is CC(C)(CCP(=O)(O)O)C(=O)O. The result is 0 (non-inhibitor). (2) The drug is O=C(Cn1cnc2ccccc21)NC(c1ccccc1)c1ccccc1. The result is 0 (non-inhibitor). (3) The drug is O=C(NC1CCCCC1)N1CCCC(c2nc(-c3cccs3)no2)C1. The result is 1 (inhibitor). (4) The drug is COc1cccc(Nc2ncc3ncc(=O)n(C[C@H]4CCCO4)c3n2)c1. The result is 1 (inhibitor).